Dataset: Experimentally validated miRNA-target interactions with 360,000+ pairs, plus equal number of negative samples. Task: Binary Classification. Given a miRNA mature sequence and a target amino acid sequence, predict their likelihood of interaction. (1) The miRNA is hsa-miR-380-5p with sequence UGGUUGACCAUAGAACAUGCGC. The protein sequence of the target gene is MNNHVSSTPSTMKLKQTINPILLYFIHFIISLYTILTYIPFYFLCESKQEKPNQIKAKPVSSKPDSAYRSINSVDGLASVLYPGCDTLDKVFMYAKNKFKNKRLLGTREILNEEDEIQPNGKIFKKVILGHYNWLSYEDVFIRALDFGNGLQMLGQKPKANIAIFCETRAEWMIAAQACFMYNFQLVTLYATLGGPAIVHGLNETEVTNIITSKELLQTKLKDIVSLVPRLRHIITVDGKPPTWSEFPKGVIVHTMAAVQALGVKANVEKKAHSKPLPSDIAVIMYTSGSTGIPKGVMIS.... Result: 0 (no interaction). (2) The miRNA is hsa-miR-548at-3p with sequence CAAAACCGCAGUAACUUUUGU. The protein sequence of the target gene is MGNCLKSPTSDDISLLHESQSDRASFGEGTEPDQEPPPPYQEQVPVPVYHPTPSQTRLATQLTEEEQIRIAQRIGLIQHLPKGVYDPGRDGSEKKIRECVICMMDFVYGDPIRFLPCMHIYHLDCIDDWLMRSFTCPSCMEPVDAALLSSYETN. Result: 1 (interaction). (3) The miRNA is hsa-miR-3622b-5p with sequence AGGCAUGGGAGGUCAGGUGA. The protein sequence of the target gene is MVTEQEVDAIGQTLVDPKQPLQARFRALFTLRGLGGPGAIAWISQAFDDDSALLKHELAYCLGQMQDARAIPMLVDVLQDTRQEPMVRHEAGEALGAIGDPEVLEILKQYSSDPVIEVAETCQLAVRRLEWLQQHGGEPAAGPYLSVDPAPPAEERDVGRLREALLDESRPLFERYRAMFALRNAGGEEAALALAEGLHCGSALFRHEVGYVLGQLQHEAAVPQLAAALARCTENPMVRHECAEALGAIARPACLAALQAHADDPERVVRESCEVALDMYEHETGRAFQYADGLEQLRGA.... Result: 0 (no interaction). (4) The miRNA is mmu-miR-203-5p with sequence AGUGGUUCUUGACAGUUCAACA. The protein sequence of the target gene is MAGGEDRGDGEPVSVVTVRVQYLEDTDPFACANFPEPRRAPTCSLDGALPLGAQIPAVHRLLGAPLKLEDCALQVSPSGYYLDTELSLEEQREMLEGFYEEISKGRKPTLILRTQLSVRVNAILEKLYSSSGPELRRSLFSLKQIFQEDKDLVPEFVHSEGLSCLIRVGAAADHNYQSYILRALGQLMLFVDGMLGVVAHSDTIQWLYTLCASLSRLVVKTALKLLLVFVEYSENNAPLFIRAVNSVASTTGAPPWANLVSILEEKNGADPELLVYTVTLINKTLAALPDQDSFYDVTDA.... Result: 0 (no interaction).